From a dataset of Catalyst prediction with 721,799 reactions and 888 catalyst types from USPTO. Predict which catalyst facilitates the given reaction. Product: [C:11]([O:10][C@@H:2]1[CH2:1][O:5][C@@H:4]2[C@H:6]([OH:9])[CH2:7][O:8][C@H:3]12)(=[O:18])[CH2:12][CH2:13][CH2:14][CH2:15][CH:16]=[CH2:19]. The catalyst class is: 143. Reactant: [CH2:1]1[O:5][C@@H:4]2[C@H:6]([OH:9])[CH2:7][O:8][C@@H:3]2[C@@H:2]1[OH:10].[C:11]([OH:18])(=O)[CH2:12][CH2:13][CH2:14][CH:15]=[CH2:16].[CH3:19]CN=C=NCCCN(C)C.